Dataset: Forward reaction prediction with 1.9M reactions from USPTO patents (1976-2016). Task: Predict the product of the given reaction. (1) The product is: [OH:8][C:9]1[C:14](=[O:15])[CH:13]=[CH:12][N:11]([CH2:16][C:17]([F:20])([F:18])[F:19])[CH:10]=1. Given the reactants C([O:8][C:9]1[C:14](=[O:15])[CH:13]=[CH:12][N:11]([CH2:16][C:17]([F:20])([F:19])[F:18])[CH:10]=1)C1C=CC=CC=1.[H][H], predict the reaction product. (2) Given the reactants C1(N)CCC1.[CH3:6][CH:7]([NH:10][CH2:11][CH2:12][C:13]([NH:15][CH3:16])=[O:14])[CH2:8][CH3:9], predict the reaction product. The product is: [CH:7]1([NH:10][CH2:11][CH2:12][C:13]([NH:15][CH3:16])=[O:14])[CH2:6][CH2:9][CH2:8]1. (3) Given the reactants CC1C2C=C(C(F)(F)F)C=CC=2SC=1CO.[F:17][C:18]([F:33])([F:32])[C:19]1[CH:31]=[CH:30][C:22]2[CH:23]=[C:24]([C:26](OC)=[O:27])[S:25][C:21]=2[CH:20]=1, predict the reaction product. The product is: [F:32][C:18]([F:17])([F:33])[C:19]1[CH:31]=[CH:30][C:22]2[CH:23]=[C:24]([CH2:26][OH:27])[S:25][C:21]=2[CH:20]=1. (4) Given the reactants [NH:1]1[CH2:6][CH2:5][CH:4](/[CH:7]=[CH:8]/[CH:9]=[CH:10]/[C:11]([OH:13])=[O:12])[CH2:3][CH2:2]1.C1COCC1.C1C(=O)N([O:26][C:27]([O:29][CH2:30][CH:31]2[C:43]3[C:38](=[CH:39][CH:40]=[CH:41][CH:42]=3)[C:37]3[C:32]2=[CH:33][CH:34]=[CH:35][CH:36]=3)=O)C(=O)C1, predict the reaction product. The product is: [CH:42]1[C:43]2[CH:31]([CH2:30][O:29][C:27]([N:1]3[CH2:6][CH2:5][CH:4](/[CH:7]=[CH:8]/[CH:9]=[CH:10]/[C:11]([OH:13])=[O:12])[CH2:3][CH2:2]3)=[O:26])[C:32]3[C:37](=[CH:36][CH:35]=[CH:34][CH:33]=3)[C:38]=2[CH:39]=[CH:40][CH:41]=1. (5) Given the reactants [CH3:1][NH:2][C:3](=[S:6])[NH:4][NH2:5].[Cl:7][CH2:8][C:9](=O)[C:10]([CH3:13])([CH3:12])[CH3:11], predict the reaction product. The product is: [ClH:7].[C:10]([C:9]1[N:2]([CH3:1])[C:3](=[N:4][NH2:5])[S:6][CH:8]=1)([CH3:13])([CH3:12])[CH3:11]. (6) Given the reactants [Cl-].[In+3].[Cl-].[Cl-].FC(F)(F)C(O)=O.[F:12][C:13]1[CH:14]=[C:15]2[C:19](=[C:20]([CH2:22][S:23]([CH3:26])(=[O:25])=[O:24])[CH:21]=1)[NH:18][CH:17]=[CH:16]2.O[CH:28]([C:34]1[CH:39]=[CH:38][C:37]([CH3:40])=[CH:36][CH:35]=1)[CH:29]1[CH2:31][CH:30]1[C:32]#[N:33], predict the reaction product. The product is: [F:12][C:13]1[CH:14]=[C:15]2[C:19](=[C:20]([CH2:22][S:23]([CH3:26])(=[O:24])=[O:25])[CH:21]=1)[NH:18][CH:17]=[C:16]2[CH:28]([C:34]1[CH:35]=[CH:36][C:37]([CH3:40])=[CH:38][CH:39]=1)[CH:29]1[CH2:31][CH:30]1[C:32]#[N:33]. (7) Given the reactants [C:1]1([C:7]2[N:8]=[C:9]([CH:12]3[CH2:17][CH2:16][NH:15][CH2:14][CH2:13]3)[NH:10][CH:11]=2)[CH:6]=[CH:5][CH:4]=[CH:3][CH:2]=1.[ClH:18], predict the reaction product. The product is: [ClH:18].[C:1]1([C:7]2[N:8]=[C:9]([CH:12]3[CH2:17][CH2:16][NH:15][CH2:14][CH2:13]3)[NH:10][CH:11]=2)[CH:2]=[CH:3][CH:4]=[CH:5][CH:6]=1. (8) Given the reactants Br[C:2]1[C:3]([CH3:17])=[C:4]([O:14][CH2:15][CH3:16])[C:5]2[O:9][C:8]([CH3:11])([CH3:10])[CH2:7][C:6]=2[C:12]=1[CH3:13].[F:18][C:19]1[CH:24]=[CH:23][C:22]([N:25]2[CH2:30][CH2:29][NH:28][CH2:27][CH2:26]2)=[CH:21][CH:20]=1, predict the reaction product. The product is: [CH2:15]([O:14][C:4]1[C:5]2[O:9][C:8]([CH3:11])([CH3:10])[CH2:7][C:6]=2[C:12]([CH3:13])=[C:2]([N:28]2[CH2:27][CH2:26][N:25]([C:22]3[CH:21]=[CH:20][C:19]([F:18])=[CH:24][CH:23]=3)[CH2:30][CH2:29]2)[C:3]=1[CH3:17])[CH3:16].